Task: Predict the reactants needed to synthesize the given product.. Dataset: Full USPTO retrosynthesis dataset with 1.9M reactions from patents (1976-2016) Given the product [CH2:24]([O:1][C:2]1[C:7]2[O:8][C:9]([C:11]3[O:12][C:13]([C:16]([F:19])([F:18])[F:17])=[N:14][N:15]=3)=[CH:10][C:6]=2[CH:5]=[CH:4][CH:3]=1)[C@H:25]1[O:27][CH2:26]1, predict the reactants needed to synthesize it. The reactants are: [OH:1][C:2]1[C:7]2[O:8][C:9]([C:11]3[O:12][C:13]([C:16]([F:19])([F:18])[F:17])=[N:14][N:15]=3)=[CH:10][C:6]=2[CH:5]=[CH:4][CH:3]=1.S(C1C=CC([N+]([O-])=O)=CC=1)(O[CH2:24][C@H:25]1[O:27][CH2:26]1)(=O)=O.